Dataset: Forward reaction prediction with 1.9M reactions from USPTO patents (1976-2016). Task: Predict the product of the given reaction. (1) The product is: [Br:1][C:2]1[CH:3]=[C:4]([CH:8]=[CH:9][C:10]=1[CH3:11])[C:5]([NH:12][C:13]([CH3:17])([CH3:16])[CH2:14][OH:15])=[O:6]. Given the reactants [Br:1][C:2]1[CH:3]=[C:4]([CH:8]=[CH:9][C:10]=1[CH3:11])[C:5](Cl)=[O:6].[NH2:12][C:13]([CH3:17])([CH3:16])[CH2:14][OH:15], predict the reaction product. (2) Given the reactants [CH:1]([C:3]1[N:4]([S:14]([N:17]([CH3:19])[CH3:18])(=[O:16])=[O:15])[CH:5]=[C:6]([C:8]2[CH:13]=[CH:12][CH:11]=[CH:10][CH:9]=2)[N:7]=1)=[O:2].[BH4-].[Na+].O, predict the reaction product. The product is: [OH:2][CH2:1][C:3]1[N:4]([S:14]([N:17]([CH3:19])[CH3:18])(=[O:15])=[O:16])[CH:5]=[C:6]([C:8]2[CH:13]=[CH:12][CH:11]=[CH:10][CH:9]=2)[N:7]=1.